Dataset: Forward reaction prediction with 1.9M reactions from USPTO patents (1976-2016). Task: Predict the product of the given reaction. (1) The product is: [C:1]([C:3]1[C:4]([C:25]2[CH:30]=[CH:29][C:28]([O:31][C:32]3[CH:33]=[CH:34][C:35]([F:38])=[CH:36][CH:37]=3)=[CH:27][CH:26]=2)=[N:5][N:6]2[CH:11]([C:12]3[CH:17]=[CH:16][CH:15]=[CH:14][C:13]=3[N:18]([CH3:39])[C:19](=[O:24])[C:20]([F:21])([F:23])[F:22])[CH2:10][CH2:9][NH:8][C:7]=12)#[N:2]. Given the reactants [C:1]([C:3]1[C:4]([C:25]2[CH:30]=[CH:29][C:28]([O:31][C:32]3[CH:37]=[CH:36][C:35]([F:38])=[CH:34][CH:33]=3)=[CH:27][CH:26]=2)=[N:5][N:6]2[CH:11]([C:12]3[CH:17]=[CH:16][CH:15]=[CH:14][C:13]=3[NH:18][C:19](=[O:24])[C:20]([F:23])([F:22])[F:21])[CH2:10][CH2:9][NH:8][C:7]=12)#[N:2].[C:39]([O-])([O-])=O.[K+].[K+], predict the reaction product. (2) The product is: [CH3:1][O:2][C:3]1[CH:4]=[C:5]2[C:10](=[CH:11][C:12]=1[O:13][CH3:14])[N:9]=[CH:8][CH:7]=[C:6]2[O:15][C:16]1[CH:22]=[CH:21][C:19]([NH:20][C:34]([NH:51][C@H:49]([C:46]2[CH:47]=[CH:48][C:43]([F:42])=[CH:44][CH:45]=2)[CH3:50])=[O:40])=[CH:18][CH:17]=1. Given the reactants [CH3:1][O:2][C:3]1[CH:4]=[C:5]2[C:10](=[CH:11][C:12]=1[O:13][CH3:14])[N:9]=[CH:8][CH:7]=[C:6]2[O:15][C:16]1[CH:22]=[CH:21][C:19]([NH2:20])=[CH:18][CH:17]=1.C(N(CC)CC)C.ClC(Cl)(O[C:34](=[O:40])OC(Cl)(Cl)Cl)Cl.[F:42][C:43]1[CH:48]=[CH:47][C:46]([C@@H:49]([NH2:51])[CH3:50])=[CH:45][CH:44]=1, predict the reaction product.